From a dataset of Reaction yield outcomes from USPTO patents with 853,638 reactions. Predict the reaction yield, written as a fraction of the theoretical maximum amount of product (1.0 means a 100% yield; for example, 0.34 means a 34% yield). (1) The reactants are [CH3:1][N:2]1[CH:6]=[C:5]([C:7]2[C:11]([CH3:12])=[C:10]([NH2:13])[N:9]([C:14]3[CH:19]=[CH:18][CH:17]=[CH:16][CH:15]=3)[N:8]=2)[CH:4]=[N:3]1.[OH-].[Na+].[C:22](Cl)(=[O:30])[O:23][C:24]1[CH:29]=[CH:28][CH:27]=[CH:26][CH:25]=1. The catalyst is CCOC(C)=O. The product is [CH3:1][N:2]1[CH:6]=[C:5]([C:7]2[C:11]([CH3:12])=[C:10]([NH:13][C:22](=[O:30])[O:23][C:24]3[CH:29]=[CH:28][CH:27]=[CH:26][CH:25]=3)[N:9]([C:14]3[CH:19]=[CH:18][CH:17]=[CH:16][CH:15]=3)[N:8]=2)[CH:4]=[N:3]1. The yield is 0.814. (2) The reactants are [Br:1][C:2]1[CH:6]=[C:5]([Br:7])[S:4][C:3]=1[CH:8]([OH:14])[C:9]([O:11][CH2:12][CH3:13])=[O:10].Cl(O)(=O)(=O)=O.C(=O)([O-])[O-].[K+].[K+].C(O[C:30]([CH3:33])([CH3:32])[CH3:31])(=O)C. The product is [C:30]([O:14][CH:8]([C:3]1[S:4][C:5]([Br:7])=[CH:6][C:2]=1[Br:1])[C:9]([O:11][CH2:12][CH3:13])=[O:10])([CH3:33])([CH3:32])[CH3:31]. The yield is 0.860. No catalyst specified. (3) The reactants are [F:1][C:2]([F:27])([C:20]1[CH:25]=[CH:24][C:23]([F:26])=[CH:22][CH:21]=1)[C:3]1[N:12]=[C:11](O)[C:10]2[C:5](=[CH:6][C:7]([C:14]3[CH:15]=[N:16][N:17]([CH3:19])[CH:18]=3)=[CH:8][CH:9]=2)[N:4]=1.P(Br)(Br)(Br)=O.CCN(C(C)C)C(C)C.ClC1C2C(=CC(C3C=NN(C)C=3)=CC=2)N=C(C(F)(F)C2C=CC(F)=CC=2)N=1.BrC1C2C(=CC(C3C=NN(C)C=3)=CC=2)N=C(C(F)(F)C2C=CC(F)=CC=2)N=1.[CH3:96][C:97]1[NH:101][N:100]=[C:99]([NH2:102])[CH:98]=1. The catalyst is CN(C=O)C.C1(C)C=CC=CC=1. The product is [F:1][C:2]([F:27])([C:20]1[CH:25]=[CH:24][C:23]([F:26])=[CH:22][CH:21]=1)[C:3]1[N:12]=[C:11]([NH:102][C:99]2[CH:98]=[C:97]([CH3:96])[NH:101][N:100]=2)[C:10]2[C:5](=[CH:6][C:7]([C:14]3[CH:15]=[N:16][N:17]([CH3:19])[CH:18]=3)=[CH:8][CH:9]=2)[N:4]=1. The yield is 0.0200. (4) The reactants are Cl[C:2]1[C:7]([C:8]([O:10][CH2:11][CH3:12])=[O:9])=[C:6]([CH3:13])[N:5]=[C:4]([S:14][CH3:15])[N:3]=1.[CH3:16][N:17]1[C:21]([CH3:22])=[C:20](B2OC(C)(C)C(C)(C)O2)[CH:19]=[N:18]1.C(=O)([O-])[O-].[Na+].[Na+]. The catalyst is CC(N(C)C)=O.C1C=CC(P(C2C=CC=CC=2)[C-]2C=CC=C2)=CC=1.C1C=CC(P(C2C=CC=CC=2)[C-]2C=CC=C2)=CC=1.Cl[Pd]Cl.[Fe+2]. The product is [CH3:16][N:17]1[C:21]([CH3:22])=[C:20]([C:2]2[C:7]([C:8]([O:10][CH2:11][CH3:12])=[O:9])=[C:6]([CH3:13])[N:5]=[C:4]([S:14][CH3:15])[N:3]=2)[CH:19]=[N:18]1. The yield is 0.710. (5) The reactants are [CH3:1][C:2]1[C:7]([C:8]([F:11])([F:10])[F:9])=[CH:6][CH:5]=[CH:4][C:3]=1[CH2:12][N:13]1[C:17]2[CH:18]=[C:19]([N:25]3[CH2:30][CH2:29]O[CH2:27][CH2:26]3)[CH:20]=[C:21]([C:22]([NH2:24])=O)[C:16]=2[N:15]=[C:14]1[C:31]([F:34])([F:33])[F:32].[CH3:35]OC(OC)N(C)C.[OH2:43].[NH2:44][NH2:45]. No catalyst specified. The product is [CH3:1][C:2]1[C:7]([C:8]([F:11])([F:10])[F:9])=[CH:6][CH:5]=[CH:4][C:3]=1[CH2:12][N:13]1[C:17]2[CH:18]=[C:19]([N:25]3[CH2:30][CH2:29][O:43][CH2:27][CH2:26]3)[CH:20]=[C:21]([C:22]3[N:24]=[CH:35][NH:45][N:44]=3)[C:16]=2[N:15]=[C:14]1[C:31]([F:34])([F:33])[F:32]. The yield is 0.587. (6) The reactants are [K].[C:2]1(=[O:12])[NH:6][C:5](=[O:7])[C:4]2=[CH:8][CH:9]=[CH:10][CH:11]=[C:3]12.C1C[C@H](N[C:42]([C:44]2[C:49](P(C3C=CC=CC=3)C3C=CC=CC=3)=[CH:48][CH:47]=[CH:46][CH:45]=2)=O)[C@@H](N[C:42]([C:44]2[C:49](P(C3C=CC=CC=3)C3C=CC=CC=3)=[CH:48][CH:47]=[CH:46][CH:45]=2)=O)CC1.C(=O)(OC)OC1CCCCC=C1. The catalyst is [Br-].C([N+](CCCCCC)(CCCCCC)CCCCCC)CCCCC.[CH2-]C=C.[CH2-]C=C.Cl[Pd+].Cl[Pd+].C(Cl)Cl. The product is [C@@H:42]1([N:6]2[C:2](=[O:12])[C:3]3[C:4](=[CH:8][CH:9]=[CH:10][CH:11]=3)[C:5]2=[O:7])[CH2:44][CH2:49][CH2:48][CH2:47][CH:46]=[CH:45]1. The yield is 0.525. (7) The reactants are [CH3:1]I.[N+:3]([C:6]1[CH:14]=[CH:13][CH:12]=[C:8](C(O)=O)[C:7]=1[C:15]([OH:17])=[O:16])([O-:5])=[O:4].[C:18](=[O:21])(O)[O-].[Na+].CN([CH:26]=[O:27])C. No catalyst specified. The product is [CH3:18][O:21][C:26](=[O:27])[C:8]1[C:7](=[C:6]([N+:3]([O-:5])=[O:4])[CH:14]=[CH:13][CH:12]=1)[C:15]([O:17][CH3:1])=[O:16]. The yield is 0.950. (8) The reactants are [CH2:1]([O:8][C:9]1[C:10](F)=[C:11]([F:33])[C:12]([NH:25][C:26]2[CH:31]=[CH:30][CH:29]=[CH:28][C:27]=2[F:32])=[C:13]([CH:24]=1)[C:14]([O:16][CH2:17][C:18]1[CH:23]=[CH:22][CH:21]=[CH:20][CH:19]=1)=[O:15])[C:2]1[CH:7]=[CH:6][CH:5]=[CH:4][CH:3]=1.[N-:35]=[N+:36]=[N-:37].[Na+].O. The catalyst is CN(C=O)C. The product is [N:35]([C:10]1[C:9]([O:8][CH2:1][C:2]2[CH:7]=[CH:6][CH:5]=[CH:4][CH:3]=2)=[CH:24][C:13]([C:14]([O:16][CH2:17][C:18]2[CH:23]=[CH:22][CH:21]=[CH:20][CH:19]=2)=[O:15])=[C:12]([NH:25][C:26]2[CH:31]=[CH:30][CH:29]=[CH:28][C:27]=2[F:32])[C:11]=1[F:33])=[N+:36]=[N-:37]. The yield is 0.650.